Dataset: Forward reaction prediction with 1.9M reactions from USPTO patents (1976-2016). Task: Predict the product of the given reaction. (1) The product is: [CH3:1][O:2][C:3]1[N:8]=[CH:7][C:6]([CH:9]([NH:13][C:14]2[CH:19]=[CH:18][CH:17]=[CH:16][CH:15]=2)[C:10]([O:12][C@@H:22]2[CH:23]3[CH2:26][CH2:27][N:20]([CH2:25][CH2:24]3)[CH2:21]2)=[O:11])=[CH:5][CH:4]=1. Given the reactants [CH3:1][O:2][C:3]1[N:8]=[CH:7][C:6]([CH:9]([NH:13][C:14]2[CH:19]=[CH:18][CH:17]=[CH:16][CH:15]=2)[C:10]([OH:12])=[O:11])=[CH:5][CH:4]=1.[N:20]12[CH2:27][CH2:26][CH:23]([CH2:24][CH2:25]1)[C@@H:22](O)[CH2:21]2.C1C=CC2N(O)N=NC=2C=1.C1CCC(N=C=NC2CCCCC2)CC1, predict the reaction product. (2) Given the reactants [Si]([O:8][C@H:9]([C:42]1[CH:47]=[CH:46][C:45]([F:48])=[CH:44][CH:43]=1)[CH2:10][CH2:11][C@H:12]1[C:15](=[O:16])[N:14]([C:17]2[CH:22]=[CH:21][CH:20]=[CH:19][CH:18]=2)[C@@H:13]1[C:23]1[CH:28]=[CH:27][C:26]([C:29]2[CH:34]=[CH:33][C:32]([P:35](=[O:40])([O:38]C)[O:36]C)=[CH:31][CH:30]=2)=[CH:25][C:24]=1[OH:41])(C(C)(C)C)(C)C.Br[Si](C)(C)C.CO, predict the reaction product. The product is: [F:48][C:45]1[CH:46]=[CH:47][C:42]([C@@H:9]([OH:8])[CH2:10][CH2:11][C@H:12]2[C:15](=[O:16])[N:14]([C:17]3[CH:18]=[CH:19][CH:20]=[CH:21][CH:22]=3)[C@@H:13]2[C:23]2[CH:28]=[CH:27][C:26]([C:29]3[CH:34]=[CH:33][C:32]([P:35](=[O:36])([OH:38])[OH:40])=[CH:31][CH:30]=3)=[CH:25][C:24]=2[OH:41])=[CH:43][CH:44]=1. (3) Given the reactants [ClH:1].[NH2:2][OH:3].C(=O)(O)[O-].[Na+].Cl[C:10]1[CH:11]=[C:12]([C:19]2[C:24]3[N:25]([CH2:37][C@H:38]4[CH2:43][CH2:42][C@H:41]([CH3:44])[CH2:40][CH2:39]4)[C:26]([N:28]4[CH2:33][CH2:32][O:31][C@@H:30]5[CH2:34][CH2:35][CH2:36][C@@H:29]45)=[N:27][C:23]=3[CH:22]=[C:21]([C:45]#[N:46])[N:20]=2)[C:13]([N:16]([CH3:18])[CH3:17])=[N:14][CH:15]=1, predict the reaction product. The product is: [Cl:1][C:10]1[CH:11]=[C:12]([C:19]2[C:24]3[N:25]([CH2:37][C@H:38]4[CH2:39][CH2:40][C@H:41]([CH3:44])[CH2:42][CH2:43]4)[C:26]([N:28]4[CH2:33][CH2:32][O:31][C@@H:30]5[CH2:34][CH2:35][CH2:36][C@@H:29]45)=[N:27][C:23]=3[CH:22]=[C:21]([C:45](=[NH:46])[NH:2][OH:3])[N:20]=2)[C:13]([N:16]([CH3:17])[CH3:18])=[N:14][CH:15]=1. (4) Given the reactants [CH2:1]([N:8](C)[CH2:9][CH:10]([C:16]1[C:25]2[C:20](=[CH:21][CH:22]=[C:23]([O:26][CH3:27])[CH:24]=2)[CH:19]=[CH:18][CH:17]=1)[CH2:11][NH:12][C:13](=[O:15])[CH3:14])C1C=CC=CC=1, predict the reaction product. The product is: [CH3:27][O:26][C:23]1[CH:24]=[C:25]2[C:20]([CH:19]=[CH:18][CH:17]=[C:16]2[CH:10]([CH2:9][NH:8][CH3:1])[CH2:11][NH:12][C:13](=[O:15])[CH3:14])=[CH:21][CH:22]=1.